Dataset: Forward reaction prediction with 1.9M reactions from USPTO patents (1976-2016). Task: Predict the product of the given reaction. (1) Given the reactants [Cl:1][C:2]1[C:3]([F:30])=[C:4](I)[C:5]([O:26][CH2:27][CH3:28])=[C:6]([CH:8]([NH:10][C:11]2[N:19]=[CH:18][N:17]=[C:16]3[C:12]=2[N:13]=[CH:14][N:15]3[CH:20]2[CH2:25][CH2:24][CH2:23][CH2:22][O:21]2)[CH3:9])[CH:7]=1.CC1(C)C(C)(C)OB([C:39]2[CH:40]=[CH:41][C:42]([C:45]#[N:46])=[N:43][CH:44]=2)O1.C(=O)([O-])[O-].[Na+].[Na+].ClCCl, predict the reaction product. The product is: [Cl:1][C:2]1[C:3]([F:30])=[C:4]([C:39]2[CH:40]=[CH:41][C:42]([C:45]#[N:46])=[N:43][CH:44]=2)[C:5]([O:26][CH2:27][CH3:28])=[C:6]([CH:8]([NH:10][C:11]2[N:19]=[CH:18][N:17]=[C:16]3[C:12]=2[N:13]=[CH:14][N:15]3[CH:20]2[CH2:25][CH2:24][CH2:23][CH2:22][O:21]2)[CH3:9])[CH:7]=1. (2) Given the reactants Cl[C:2]1[C:14]2[C:13](=[O:15])[C:12]3[CH:11]=[N:10][CH:9]=[CH:8][C:7]=3[C:6]=2[C:5]2[CH:16]=[CH:17][C:18]([O:20][CH3:21])=[CH:19][C:4]=2[N:3]=1.[NH2:22][CH2:23][CH2:24][N:25]([CH3:34])[CH2:26][CH2:27][CH2:28][N:29]([CH2:31][CH2:32][NH2:33])[CH3:30], predict the reaction product. The product is: [NH2:33][CH2:32][CH2:31][N:29]([CH3:30])[CH2:28][CH2:27][CH2:26][N:25]([CH3:34])[CH2:24][CH2:23][NH:22][C:2]1[C:14]2[C:13](=[O:15])[C:12]3[CH:11]=[N:10][CH:9]=[CH:8][C:7]=3[C:6]=2[C:5]2[CH:16]=[CH:17][C:18]([O:20][CH3:21])=[CH:19][C:4]=2[N:3]=1. (3) The product is: [C:2]([C:7]1[O:11][C:10]([CH2:12][N:13]2[CH:17]=[C:16]([NH:18][C:25]([C:23]3[N:24]=[C:20]([CH3:19])[O:21][C:22]=3[C:28]3[CH:29]=[CH:30][CH:31]=[CH:32][CH:33]=3)=[O:26])[CH:15]=[N:14]2)=[CH:9][CH:8]=1)(=[O:6])[CH3:1]. Given the reactants [CH3:1][C:2]1([C:7]2[O:11][C:10]([CH2:12][N:13]3[CH:17]=[C:16]([NH2:18])[CH:15]=[N:14]3)=[CH:9][CH:8]=2)[O:6]CCO1.[CH3:19][C:20]1[O:21][C:22]([C:28]2[CH:33]=[CH:32][CH:31]=[CH:30][CH:29]=2)=[C:23]([C:25](O)=[O:26])[N:24]=1, predict the reaction product. (4) The product is: [O:3]=[C:4]1[CH2:9][CH2:8][N:7]([C@H:10]([C:12]2[CH:17]=[CH:16][CH:15]=[CH:14][CH:13]=2)[CH3:11])[C@H:6]([CH2:18][N:19]2[C:23](=[O:24])[C:22]3=[CH:25][CH:26]=[CH:27][CH:28]=[C:21]3[C:20]2=[O:29])[CH2:5]1. Given the reactants C([O:3][C:4]1(OCC)[CH2:9][CH2:8][N:7]([C@H:10]([C:12]2[CH:17]=[CH:16][CH:15]=[CH:14][CH:13]=2)[CH3:11])[C@H:6]([CH2:18][N:19]2[C:23](=[O:24])[C:22]3=[CH:25][CH:26]=[CH:27][CH:28]=[C:21]3[C:20]2=[O:29])[CH2:5]1)C.C(=O)([O-])[O-].[Na+].[Na+], predict the reaction product.